Dataset: Full USPTO retrosynthesis dataset with 1.9M reactions from patents (1976-2016). Task: Predict the reactants needed to synthesize the given product. (1) Given the product [I:1][C:2]1[CH:19]=[CH:18][C:5]([O:6][CH2:7][CH:8]([C:10]2[CH:15]=[CH:14][CH:13]=[C:12]([O:16][CH3:17])[CH:11]=2)[O:9][CH3:24])=[CH:4][CH:3]=1, predict the reactants needed to synthesize it. The reactants are: [I:1][C:2]1[CH:19]=[CH:18][C:5]([O:6][CH2:7][CH:8]([C:10]2[CH:15]=[CH:14][CH:13]=[C:12]([O:16][CH3:17])[CH:11]=2)[OH:9])=[CH:4][CH:3]=1.[H-].[Na+].[Cl-].[NH4+].[CH3:24]N(C)C=O. (2) Given the product [F:1][C:2]1[C:7]([F:8])=[CH:6][C:5]2[NH:9][C:13]([NH2:12])=[N:10][C:4]=2[CH:3]=1, predict the reactants needed to synthesize it. The reactants are: [F:1][C:2]1[CH:3]=[C:4]([NH2:10])[C:5]([NH2:9])=[CH:6][C:7]=1[F:8].O.[N:12]#[C:13]Br.C(=O)([O-])O.[Na+]. (3) Given the product [Br:1][C:2]1[CH:30]=[CH:29][CH:28]=[CH:27][C:3]=1[CH2:4][C:5]1[O:6][C:7]([CH3:26])=[C:8]([CH3:25])[C:9]=1[C:10]([C:12]1[CH:17]=[CH:16][C:15]([OH:18])=[C:14]([CH:20]2[CH2:24][CH2:23][CH2:22][CH2:21]2)[CH:13]=1)=[O:11], predict the reactants needed to synthesize it. The reactants are: [Br:1][C:2]1[CH:30]=[CH:29][CH:28]=[CH:27][C:3]=1[CH2:4][C:5]1[O:6][C:7]([CH3:26])=[C:8]([CH3:25])[C:9]=1[C:10]([C:12]1[CH:17]=[CH:16][C:15]([O:18]C)=[C:14]([CH:20]2[CH2:24][CH2:23][CH2:22][CH2:21]2)[CH:13]=1)=[O:11].B(Br)(Br)Br.C(Cl)Cl.